This data is from Peptide-MHC class I binding affinity with 185,985 pairs from IEDB/IMGT. The task is: Regression. Given a peptide amino acid sequence and an MHC pseudo amino acid sequence, predict their binding affinity value. This is MHC class I binding data. (1) The peptide sequence is LLDFELACL. The MHC is HLA-A02:01 with pseudo-sequence HLA-A02:01. The binding affinity (normalized) is 0.617. (2) The peptide sequence is FPVRPQVPW. The MHC is H-2-Ld with pseudo-sequence H-2-Ld. The binding affinity (normalized) is 0.